Dataset: M1 muscarinic receptor antagonist screen with 61,756 compounds. Task: Binary Classification. Given a drug SMILES string, predict its activity (active/inactive) in a high-throughput screening assay against a specified biological target. (1) The compound is N1(CCN2CCn3c2nc2c3cccc2)CCN(CC1)Cc1ccccc1. The result is 1 (active). (2) The drug is S(=O)(=O)(N1CCCCC1)c1ccc(cc1)CCC(OCC(=O)Nc1cc2OCOc2cc1)=O. The result is 0 (inactive).